Task: Predict the reactants needed to synthesize the given product.. Dataset: Full USPTO retrosynthesis dataset with 1.9M reactions from patents (1976-2016) Given the product [C:18]1([CH3:27])[CH:23]=[CH:22][C:21]([S:24]([CH:6]([NH:12][CH:10]=[O:11])[C:5]2[CH:8]=[CH:9][C:2]([F:1])=[CH:3][CH:4]=2)(=[O:26])=[O:25])=[CH:20][CH:19]=1, predict the reactants needed to synthesize it. The reactants are: [F:1][C:2]1[CH:9]=[CH:8][C:5]([CH:6]=O)=[CH:4][CH:3]=1.[CH:10]([NH2:12])=[O:11].Cl[Si](C)(C)C.[C:18]1([CH3:27])[CH:23]=[CH:22][C:21]([S:24]([OH:26])=[O:25])=[CH:20][CH:19]=1.